Regression. Given a peptide amino acid sequence and an MHC pseudo amino acid sequence, predict their binding affinity value. This is MHC class II binding data. From a dataset of Peptide-MHC class II binding affinity with 134,281 pairs from IEDB. (1) The peptide sequence is MGRDIKVQFQSGGAN. The MHC is HLA-DQA10102-DQB10602 with pseudo-sequence HLA-DQA10102-DQB10602. The binding affinity (normalized) is 0.500. (2) The peptide sequence is VNFVSKVMIGSPKKV. The MHC is DRB1_0101 with pseudo-sequence DRB1_0101. The binding affinity (normalized) is 0.346. (3) The peptide sequence is QTEKLVAGKSQIQ. The MHC is DRB1_0301 with pseudo-sequence DRB1_0301. The binding affinity (normalized) is 0.0197. (4) The peptide sequence is GFPVRPQVPLRPMTYKGAFDL. The MHC is HLA-DQA10501-DQB10301 with pseudo-sequence HLA-DQA10501-DQB10301. The binding affinity (normalized) is 0.226. (5) The peptide sequence is YDKFLANISTVLTGK. The MHC is DRB1_0802 with pseudo-sequence DRB1_0802. The binding affinity (normalized) is 0.916. (6) The peptide sequence is PICPGYRWMCLRRFIIFL. The MHC is DRB1_1501 with pseudo-sequence DRB1_1501. The binding affinity (normalized) is 0.652. (7) The peptide sequence is LYKGVYELQTLELNM. The MHC is DRB1_1302 with pseudo-sequence DRB1_1302. The binding affinity (normalized) is 0.336. (8) The peptide sequence is GFVGLCRTLGSKCVR. The MHC is DRB1_0101 with pseudo-sequence DRB1_0101. The binding affinity (normalized) is 0.972. (9) The peptide sequence is IDEVVAAFREARLRH. The MHC is DRB1_1101 with pseudo-sequence DRB1_1101. The binding affinity (normalized) is 0.410.